This data is from Catalyst prediction with 721,799 reactions and 888 catalyst types from USPTO. The task is: Predict which catalyst facilitates the given reaction. Reactant: [N:1]1([CH2:6][CH2:7][CH2:8][CH2:9][C:10]2[CH:15]=[CH:14][C:13]([NH2:16])=[CH:12][CH:11]=2)[CH:5]=[CH:4][N:3]=[N:2]1.C[Si](C)(C)[N-][Si](C)(C)C.[Li+].[C:27]([O:31][C:32](O[C:32]([O:31][C:27]([CH3:30])([CH3:29])[CH3:28])=[O:33])=[O:33])([CH3:30])([CH3:29])[CH3:28].[Cl-].[NH4+]. Product: [C:27]([O:31][C:32](=[O:33])[NH:16][C:13]1[CH:12]=[CH:11][C:10]([CH2:9][CH2:8][CH2:7][CH2:6][N:1]2[CH:5]=[CH:4][N:3]=[N:2]2)=[CH:15][CH:14]=1)([CH3:30])([CH3:29])[CH3:28]. The catalyst class is: 1.